Dataset: Peptide-MHC class II binding affinity with 134,281 pairs from IEDB. Task: Regression. Given a peptide amino acid sequence and an MHC pseudo amino acid sequence, predict their binding affinity value. This is MHC class II binding data. (1) The binding affinity (normalized) is 0.0685. The peptide sequence is GLHLMIGLAKRSQDS. The MHC is DRB1_0701 with pseudo-sequence DRB1_0701. (2) The peptide sequence is ALRIIAGTPEVHAVK. The MHC is HLA-DPA10201-DPB10101 with pseudo-sequence HLA-DPA10201-DPB10101. The binding affinity (normalized) is 0.554. (3) The peptide sequence is EEMFKKRNLTIMDLH. The MHC is DRB3_0101 with pseudo-sequence DRB3_0101. The binding affinity (normalized) is 0.340. (4) The peptide sequence is CAVVIIGVLHQNFKD. The MHC is DRB1_0301 with pseudo-sequence DRB1_0301. The binding affinity (normalized) is 0.626. (5) The peptide sequence is HWFSRENSYSGVEGEGL. The MHC is DRB5_0101 with pseudo-sequence DRB5_0101. The binding affinity (normalized) is 0.392. (6) The peptide sequence is APEVEYTVFETALKK. The MHC is HLA-DQA10401-DQB10402 with pseudo-sequence HLA-DQA10401-DQB10402. The binding affinity (normalized) is 0.317. (7) The peptide sequence is LIDDVLAILPLDDLK. The MHC is DRB5_0101 with pseudo-sequence DRB5_0101. The binding affinity (normalized) is 0.161. (8) The peptide sequence is KRIVKLVNDVGAVVN. The MHC is HLA-DPA10201-DPB10101 with pseudo-sequence HLA-DPA10201-DPB10101. The binding affinity (normalized) is 0.317. (9) The peptide sequence is EDQFLPFMSDMSSKN. The MHC is DRB1_0101 with pseudo-sequence DRB1_0101. The binding affinity (normalized) is 0.638. (10) The peptide sequence is VIIMDEAHFLDPASI. The MHC is HLA-DQA10102-DQB10501 with pseudo-sequence HLA-DQA10102-DQB10501. The binding affinity (normalized) is 0.493.